The task is: Predict the reactants needed to synthesize the given product.. This data is from Full USPTO retrosynthesis dataset with 1.9M reactions from patents (1976-2016). (1) Given the product [CH2:9]([O:16][NH:17][C@H:30]1[CH2:35][N:34]([C:36]([O:38][C:39]([CH3:41])([CH3:42])[CH3:40])=[O:37])[C@H:33]([C:43]([O:45][CH2:46][CH3:47])=[O:44])[CH2:32][CH2:31]1)[C:10]1[CH:15]=[CH:14][CH:13]=[CH:12][CH:11]=1, predict the reactants needed to synthesize it. The reactants are: O[Li].O.SCC(O)=O.[CH2:9]([O:16][N:17]([C@H:30]1[CH2:35][N:34]([C:36]([O:38][C:39]([CH3:42])([CH3:41])[CH3:40])=[O:37])[C@H:33]([C:43]([O:45][CH2:46][CH3:47])=[O:44])[CH2:32][CH2:31]1)S(C1C=CC=CC=1[N+]([O-])=O)(=O)=O)[C:10]1[CH:15]=[CH:14][CH:13]=[CH:12][CH:11]=1. (2) Given the product [N:10]1[C:11]2[C:16](=[CH:15][CH:14]=[CH:13][CH:12]=2)[C:7]([C:5]([NH:4][CH2:3][C:2]([N:17]2[CH2:21][CH2:20][CH2:19][C@H:18]2[B:22]([OH:26])[OH:23])=[O:1])=[O:6])=[CH:8][CH:9]=1, predict the reactants needed to synthesize it. The reactants are: [O:1]=[C:2]([N:17]1[CH2:21][CH2:20][CH2:19][C@H:18]1[B:22]1[O:26][C@@H]2CC3CC([C@]2(C)[O:23]1)C3(C)C)[CH2:3][NH:4][C:5]([C:7]1[C:16]2[C:11](=[CH:12][CH:13]=[CH:14][CH:15]=2)[N:10]=[CH:9][CH:8]=1)=[O:6].Cl.C1(OB(O)O)C=CC=CC=1.COC(C)(C)C. (3) Given the product [CH2:57]([O:64][CH2:65][C:66]([NH:1][C:2]1[N:7]=[N:6][C:5]([N:8]2[CH2:9][CH2:10][N:11]([C:14](=[O:15])[C:16]3[CH:21]=[CH:20][CH:19]=[CH:18][C:17]=3[C:22]([F:25])([F:24])[F:23])[CH2:12][CH2:13]2)=[CH:4][CH:3]=1)=[O:67])[C:58]1[CH:63]=[CH:62][CH:61]=[CH:60][CH:59]=1, predict the reactants needed to synthesize it. The reactants are: [NH2:1][C:2]1[N:7]=[N:6][C:5]([N:8]2[CH2:13][CH2:12][N:11]([C:14]([C:16]3[CH:21]=[CH:20][CH:19]=[CH:18][C:17]=3[C:22]([F:25])([F:24])[F:23])=[O:15])[CH2:10][CH2:9]2)=[CH:4][CH:3]=1.C(N(C(C)C)CC)(C)C.O.ON1C2C=CC=CC=2N=N1.CN(C)CCCN=C=NCC.[CH2:57]([O:64][CH2:65][C:66](O)=[O:67])[C:58]1[CH:63]=[CH:62][CH:61]=[CH:60][CH:59]=1. (4) Given the product [Cl:36][C:33]1[CH:34]=[CH:35][C:30]([O:29][C:27](=[O:28])[N:2]([C@H:3]2[CH2:4][CH2:5][C@H:6]([CH2:9][CH2:10][CH2:11][CH2:12][CH2:13][N:38]([CH:39]3[CH2:41][CH2:40]3)[CH3:37])[CH2:7][CH2:8]2)[CH3:1])=[CH:31][CH:32]=1, predict the reactants needed to synthesize it. The reactants are: [CH3:1][NH:2][C@H:3]1[CH2:8][CH2:7][C@H:6]([CH2:9][CH2:10][CH2:11][CH2:12][CH2:13]OS(C)(=O)=O)[CH2:5][CH2:4]1.FC(F)(F)C(O)=O.Cl[C:27]([O:29][C:30]1[CH:35]=[CH:34][C:33]([Cl:36])=[CH:32][CH:31]=1)=[O:28].[CH3:37][NH:38][CH:39]1[CH2:41][CH2:40]1. (5) The reactants are: [Br:1][C:2]1[CH:7]=[CH:6][C:5]([C:8]2[N:9]=[C:10]([C:13]([CH3:16])([CH3:15])[CH3:14])[NH:11][CH:12]=2)=[CH:4][CH:3]=1.[H-].[Na+].F[C:20](F)(F)S(OC)(=O)=O. Given the product [Br:1][C:2]1[CH:3]=[CH:4][C:5]([C:8]2[N:9]=[C:10]([C:13]([CH3:16])([CH3:15])[CH3:14])[N:11]([CH3:20])[CH:12]=2)=[CH:6][CH:7]=1, predict the reactants needed to synthesize it. (6) Given the product [CH2:1]([O:3][C:4](=[O:16])[CH2:5][CH2:6][CH2:7][O:8][C:9]1[CH:10]=[N:11][C:12]([C:22]2[CH:21]=[CH:20][CH:19]=[C:18]([OH:17])[CH:23]=2)=[CH:13][CH:14]=1)[CH3:2], predict the reactants needed to synthesize it. The reactants are: [CH2:1]([O:3][C:4](=[O:16])[CH2:5][CH2:6][CH2:7][O:8][C:9]1[CH:10]=[N:11][C:12](Br)=[CH:13][CH:14]=1)[CH3:2].[OH:17][C:18]1[CH:19]=[C:20](B(O)O)[CH:21]=[CH:22][CH:23]=1.C([O-])([O-])=O.[Na+].[Na+].N#N.